This data is from Catalyst prediction with 721,799 reactions and 888 catalyst types from USPTO. The task is: Predict which catalyst facilitates the given reaction. (1) Reactant: [N+:1]([C:4]1[CH:8]=[CH:7][N:6]([C:9]2[CH:14]=[CH:13][CH:12]=[C:11]([C:15]([F:18])([F:17])[F:16])[CH:10]=2)[N:5]=1)([O-])=O. The catalyst class is: 19. Product: [F:18][C:15]([F:16])([F:17])[C:11]1[CH:10]=[C:9]([N:6]2[CH:7]=[CH:8][C:4]([NH2:1])=[N:5]2)[CH:14]=[CH:13][CH:12]=1. (2) Product: [I:13][C:10]1[CH:11]=[C:12]2[C:7]([CH2:6][CH2:5][NH:4]2)=[CH:8][CH:9]=1. Reactant: C([N:4]1[C:12]2[C:7](=[CH:8][CH:9]=[C:10]([I:13])[CH:11]=2)[CH2:6][CH2:5]1)(=O)C.[OH-].[Na+].CCO. The catalyst class is: 6.